From a dataset of Experimentally validated miRNA-target interactions with 360,000+ pairs, plus equal number of negative samples. Binary Classification. Given a miRNA mature sequence and a target amino acid sequence, predict their likelihood of interaction. (1) The miRNA is hsa-miR-335-5p with sequence UCAAGAGCAAUAACGAAAAAUGU. The protein sequence of the target gene is MTVTKMSWRPQYRSSKFRNVYGKVANREHCFDGIPITKNVHDNHFCAVNTRFLAIVTESAGGGSFLVIPLEQTGRIEPNYPKVCGHQGNVLDIKWNPFIDNIIASCSEDTSVRIWEIPEGGLKRNMTEALLELHGHSRRVGLVEWHPTTNNILFSAGYDYKVLIWNLDVGEPVKMIDCHTDVILCMSFNTDGSLLTTTCKDKKLRVIEPRSGRVLQEANCKNHRVNRVVFLGNMKRLLTTGVSRWNTRQIALWDQEDLSMPLIEEEIDGLSGLLFPFYDADTHMLYLAGKGDGNIRYYEI.... Result: 1 (interaction). (2) The miRNA is mmu-miR-425-5p with sequence AAUGACACGAUCACUCCCGUUGA. The protein sequence of the target gene is MSALLEQKEQQERLREAAALGDIREVQKLVESGVDVNSQNEVNGWTCLHWACKRNHGQVVSYLLQSGADREILTTKGEMPVQLTSRREIRKIMGVEEADEEEEIPQLKKESELPFVPNYLANPAFPFIYTPAAEDSTQLQNGGPSPPPVSPPADSSPPLLPPTETPLLGAFPRDHSSLALVQNGDISAPSAILRTPESTKPGPVCQPPVSQNRSLFSVPSKPPVSLEPQNGTYAGPAPAFQPFFFTGAFPFNMQELVLKVRIQNPSLRENDFIEIELDRQELTYQELLRVSCCELGVNPD.... Result: 1 (interaction). (3) The miRNA is mmu-miR-181a-5p with sequence AACAUUCAACGCUGUCGGUGAGU. The protein sequence of the target gene is MTMESGADNQQSGDAAVTEAENQQMTVQAQPQIATLAQVSMPAAHATSSAPTVTLVQLPNGQTVQVHGVIQAAQPSVIQSPQVQTVQISTIAESEDSQESVDSVTDSQKRREILSRRPSYRKILNDLSSDAPGVPRIEEEKSEEETSAPAITTVTVPTPIYQTSSGQYIAITQGGAIQLANNGTDGVQGLQTLTMTNAAATQPGTTILQYAQTTDGQQILVPSNQVVVQAASGDVQTYQIRTAPTSTIAPGVVMASSPALPTQPAEEAARKREVRLMKNREAARECRRKKKEYVKCLENR.... Result: 1 (interaction).